This data is from Antibody developability classification from SAbDab with 2,409 antibodies. The task is: Regression/Classification. Given an antibody's heavy chain and light chain sequences, predict its developability. TAP uses regression for 5 developability metrics; SAbDab uses binary classification. (1) The antibody is ['EVQLVESGPGLVKPSDILSLTCAVSGYSISSNYYWGWIRQPPGKGLEWIGSIYHSGSTYYKPSLESRLGISVDTSKNQFSLKLSFVSAADTAVYYCARHVRSGYPDTAYYFDKWGQGTLVTVSS', 'SYVLTQPPSVSVAPGETARISCGGNNIGTKVLHWYQQTPGQAPVLVVYDDSDRPSGIPERFSGSNSGNTATLTISRVEVGDEADYYCQVWDISTDQAVFGGGTKLTVL']. Result: 0 (not developable). (2) The antibody is ['QAYLQQSGAELVRPGASVKMSCKASGYTFTSYNMHWVKQTPRQGLEWIGAIYPGNGDTSYNQKFKGKATLTVDKSSSTAYMQLSSLTSEDSAVYFCARVVYYSNSYWYFDVWGTGTTVTVSA', 'QIVLSQSPAILSASPGEKVTMTCRASSSVSYMHWYQQKPGSSPKPWIYAPSNLASGVPARFSGSGSGTSYSLTISRVEAEDAATYYCQQWSFNPPTFGAGTKLELK']. Result: 0 (not developable). (3) The antibody is ['DVQLQESGPSLVKPSQSLSLTCTVTGYSITSDFAWNWIRQFPGNKLEWMGYISYSGNTRYNPSLKSRISITRDTSSNQFFLQLNSVTIEDTATYYCVTAGRGFPYWGQGTLVTVSA', 'DILMTQSPSSMSVSLGDTVSITCHSSQDINSNIGWLQQKPGKSFKGLIYHGTNLDDEVPSRFSGSGSGADYSLTISSLESEDFADYYCVQYAQFPWTFGGGTKLEIK']. Result: 1 (developable). (4) The antibody is ['QVQLQQPGAELVKPGASVKLSCKASGYTFTSNWINWVKQRPGQGLEWIGNIYPGSGYTNYNERFKSKATLTVDTSSSTAYMQLSSLTSDDSAVYYCARKHYFYDGVVYWGQGTLVTVSA', 'EIVMTQAAPSVPVTPGESVSISCRSSKSLLHSNGNTYLYWFLQRPGQSPQLLIYRMSNLASGVPDRFSGSGSGTAFTLRISRVEAEDVGVYYCLQHLEYPFTFGAGTKLELK']. Result: 0 (not developable). (5) The antibody is ['1vfb', 'DIVLTQSPASLSASVGETVTITCRASGNIHNYLAWYQQKQGKSPQLLVYYTTTLADGVPSRFSGSGSGTQYSLKINSLQPEDFGSYYCQHFVSTPRTFGGGTKLEIK']. Result: 0 (not developable). (6) The antibody is ['EVQLQQSGAELVRPGTSVKLSCKASGYSFTNYWMNWLRQRPGQGLDWIGMIHPSDSETRLNQKFKDKATLTVDRSSSTAYIQLSSPTSEDSAVYYCARDDYDGAFWGQGTLVTVSA', 'ELVMTQSPLTLSVTIGQPASISCKSSQSLLYSNGKTYLNWLLQRPGQSPKRLIYLVSKLDSGDPDRFTGSGSGTDFTLKISRVEAEDLGIYYCVQGSHFPPTFGAGTKLELK']. Result: 0 (not developable). (7) The antibody is ['EVQLVESGGGLVQPGGSLRLSCAASGFYISYSSIHWVRQAPGKGLEWVASISPYSGSTYYADSVKGRFTISADTSKNTAYLQMNSLRAEDTAVYYCARQGYRRRSGRGFDYWGQGTLVTVSS', 'DIQMTQSPSSLSASVGDRVTITCRASQSVSSAVAWYQQKPGKAPKLLIYSASSLYSGVPSRFSGSRSGTDFTLTISSLQPEDFATYYCQQSYSFPSTFGQGTKVEIK']. Result: 0 (not developable). (8) The antibody is ['EVQLQQSGTELKKPGASVKISCKATGYTFSSYWIEWIKQRPGHGLEWIGEILPEIGMTNYNENFKGKATFTANTSSNTVYMQLSSLTSEDSAVYYCARPYDYSWFAYWGQGTLVTVSA', 'DIVMTQSQKFMSTSVGDRVSVTCKASQNVDTNVAWYQEKPGQSPKTLIYSASNRYSGVPDRFTGSASGTDFTLTITNVQSEDLAEYFCQQYNSYPYTFGGGTKLEIK']. Result: 0 (not developable).